This data is from Reaction yield outcomes from USPTO patents with 853,638 reactions. The task is: Predict the reaction yield, written as a fraction of the theoretical maximum amount of product (1.0 means a 100% yield; for example, 0.34 means a 34% yield). The yield is 0.270. The product is [C:15]1([CH2:14][N:21]2[CH2:2][C:1](=[O:3])[C:4]3([CH2:5][CH2:6]3)[C:7]2=[O:9])[CH:20]=[CH:19][CH:18]=[CH:17][CH:16]=1. The reactants are [C:1]([C:4]1([C:7]([O:9]CC)=O)[CH2:6][CH2:5]1)(=[O:3])[CH3:2].BrBr.[CH2:14]([NH2:21])[C:15]1[CH:20]=[CH:19][CH:18]=[CH:17][CH:16]=1. The catalyst is CCO.